The task is: Predict the reaction yield, written as a fraction of the theoretical maximum amount of product (1.0 means a 100% yield; for example, 0.34 means a 34% yield).. This data is from Reaction yield outcomes from USPTO patents with 853,638 reactions. (1) The product is [Br:1][C:2]1[CH:3]=[N:4][N:5]([CH2:7][C:8]2[CH:9]=[C:10]([CH:11]=[CH:12][CH:13]=2)[CH2:14][NH:15][C:21](=[O:22])[O:23][C:24]([CH3:27])([CH3:26])[CH3:25])[CH:6]=1. The reactants are [Br:1][C:2]1[CH:3]=[N:4][N:5]([CH2:7][C:8]2[CH:9]=[C:10]([CH2:14][NH2:15])[CH:11]=[CH:12][CH:13]=2)[CH:6]=1.C([O-])(O)=O.[Na+].[C:21](O[C:21]([O:23][C:24]([CH3:27])([CH3:26])[CH3:25])=[O:22])([O:23][C:24]([CH3:27])([CH3:26])[CH3:25])=[O:22]. The yield is 0.810. The catalyst is C1COCC1. (2) The reactants are [CH3:1][O:2][C:3](=[O:19])[C@@H:4]([NH:11][C:12]([O:14]C(C)(C)C)=O)[CH:5]1[CH2:10][CH2:9][CH2:8][CH2:7][CH2:6]1.[NH:20]([C:28]([O:30][CH2:31][C:32]1[CH:37]=[CH:36][CH:35]=[CH:34][CH:33]=1)=[O:29])[C@H:21](C(O)=O)[CH:22]([CH3:24])[CH3:23].C(OC([C@@]1(NC([C@@H]2C[C@@H](OC3C4C(=CC(OC)=CC=4)N=C(C4C=CC=CC=4)C=3)C[C@H]2C(=O)N[C@H](C(=O)N[C@@H](C2CCCCC2)C(=O)NC)C(C)(C)C)=O)C[C@H]1C=C)=O)C. The catalyst is C1(C)C=CC=CC=1.C(OCC)(=O)C. The product is [CH3:1][O:2][C:3](=[O:19])[C@@H:4]([NH:11][C:12](=[O:14])[C@@H:21]([NH:20][C:28]([O:30][CH2:31][C:32]1[CH:37]=[CH:36][CH:35]=[CH:34][CH:33]=1)=[O:29])[CH:22]([CH3:24])[CH3:23])[CH:5]1[CH2:6][CH2:7][CH2:8][CH2:9][CH2:10]1. The yield is 0.940. (3) The reactants are [CH2:1]([O:8][C:9]1[CH:21]=[C:20]2[C:12]([C:13]3[CH:14]=[CH:15][C:16]([NH2:22])=[CH:17][C:18]=3[NH:19]2)=[CH:11][CH:10]=1)[C:2]1[CH:7]=[CH:6][CH:5]=[CH:4][CH:3]=1.[CH2:23]=O.C[O-].[Na+].[BH4-].[Na+]. The catalyst is CO. The product is [CH2:1]([O:8][C:9]1[CH:21]=[C:20]2[C:12]([C:13]3[CH:14]=[CH:15][C:16]([NH:22][CH3:23])=[CH:17][C:18]=3[NH:19]2)=[CH:11][CH:10]=1)[C:2]1[CH:3]=[CH:4][CH:5]=[CH:6][CH:7]=1. The yield is 0.820. (4) The catalyst is C1COCC1. The reactants are [BH4-].[Na+].[Cl:3][C:4]1[C:5]([O:29][C:30](=[O:34])[N:31]([CH3:33])[CH3:32])=[CH:6][C:7]2[O:12][C:11](=[O:13])[C:10]([CH2:14][C:15]3[CH:20]=[CH:19][CH:18]=[C:17]([N+:21]([O-:23])=[O:22])[CH:16]=3)=[C:9]([CH2:24][C:25](=[O:27])[CH3:26])[C:8]=2[CH:28]=1.O. The yield is 0.930. The product is [Cl:3][C:4]1[C:5]([O:29][C:30](=[O:34])[N:31]([CH3:33])[CH3:32])=[CH:6][C:7]2[O:12][C:11](=[O:13])[C:10]([CH2:14][C:15]3[CH:20]=[CH:19][CH:18]=[C:17]([N+:21]([O-:23])=[O:22])[CH:16]=3)=[C:9]([CH2:24][CH:25]([OH:27])[CH3:26])[C:8]=2[CH:28]=1. (5) The reactants are [C:1]([C:5]1[CH:10]=[CH:9][C:8]([C:11]2[O:12][CH2:13][C:14]([CH3:17])([CH3:16])[N:15]=2)=[CH:7][CH:6]=1)([CH3:4])([CH3:3])[CH3:2].C([Li])CCC.CN([CH:26]=[O:27])C. The catalyst is C1COCC1.CCCCCC. The product is [C:1]([C:5]1[CH:6]=[CH:7][C:8]([C:11]2[O:12][CH2:13][C:14]([CH3:17])([CH3:16])[N:15]=2)=[C:9]([CH:10]=1)[CH:26]=[O:27])([CH3:4])([CH3:2])[CH3:3]. The yield is 0.620. (6) The product is [CH3:27][C:5]1[C:4]([C:1]([NH2:2])=[O:3])=[N:9][C:8]([C:10]2[CH:11]=[CH:12][C:13]([C@H:16]3[CH2:17][CH2:18][C@H:19]([CH2:22][C:23]([NH:43][S:40]([CH3:39])(=[O:42])=[O:41])=[O:24])[CH2:20][CH2:21]3)=[CH:14][CH:15]=2)=[C:7]([CH3:26])[N:6]=1. The reactants are [C:1]([C:4]1[N:9]=[C:8]([C:10]2[CH:15]=[CH:14][C:13]([C@H:16]3[CH2:21][CH2:20][C@H:19]([CH2:22][C:23](O)=[O:24])[CH2:18][CH2:17]3)=[CH:12][CH:11]=2)[C:7]([CH3:26])=[N:6][C:5]=1[CH3:27])(=[O:3])[NH2:2].CCN=C=NCCCN(C)C.[CH3:39][S:40]([NH2:43])(=[O:42])=[O:41]. The catalyst is C(Cl)Cl.CN(C1C=CN=CC=1)C. The yield is 0.600. (7) The reactants are [Cl:1][C:2]1[CH:7]=[CH:6][C:5]([C:8]2[C:12]3[CH2:13][N:14]([C:17](=[O:19])[CH3:18])[CH2:15][CH2:16][C:11]=3[N:10]([CH2:20][CH2:21][CH2:22]Cl)[N:9]=2)=[CH:4][CH:3]=1.[F:24][C:25]1[CH:30]=[CH:29][CH:28]=[CH:27][C:26]=1[N:31]1[CH2:36][CH2:35][NH:34][CH2:33][CH2:32]1.C([O-])([O-])=O.[K+].[K+].CO.CCOC(C)=O. The catalyst is CC#N.[N+](CCCC)(CCCC)(CCCC)CCCC.[I-]. The product is [Cl:1][C:2]1[CH:7]=[CH:6][C:5]([C:8]2[C:12]3[CH2:13][N:14]([C:17](=[O:19])[CH3:18])[CH2:15][CH2:16][C:11]=3[N:10]([CH2:20][CH2:21][CH2:22][N:34]3[CH2:33][CH2:32][N:31]([C:26]4[CH:27]=[CH:28][CH:29]=[CH:30][C:25]=4[F:24])[CH2:36][CH2:35]3)[N:9]=2)=[CH:4][CH:3]=1. The yield is 0.410. (8) The reactants are [Cl:1][C:2]1[CH:7]=[CH:6][C:5]([S:8]([CH2:11][CH:12]([CH2:15][CH2:16][CH2:17][CH3:18])[CH:13]=[O:14])(=[O:10])=[O:9])=[CH:4][CH:3]=1.O[CH:20]([CH:22]=[CH2:23])[CH3:21].C1(C)C=CC(S(O)(=O)=O)=CC=1. The catalyst is C1(C)C=CC=CC=1.C(OCC)(=O)C. The product is [CH2:15]([C:12]([CH2:11][S:8]([C:5]1[CH:4]=[CH:3][C:2]([Cl:1])=[CH:7][CH:6]=1)(=[O:9])=[O:10])([CH2:21]/[CH:20]=[CH:22]/[CH3:23])[CH:13]=[O:14])[CH2:16][CH2:17][CH3:18]. The yield is 0.980. (9) The reactants are [Cl:1][C:2]1[N:7]=[C:6]([C:8]2[S:12][C:11]([CH3:13])=[N:10][C:9]=2[C:14]2[CH:19]=[CH:18][CH:17]=[C:16]([N+:20]([O-])=O)[CH:15]=2)[CH:5]=[CH:4][N:3]=1. The catalyst is CCO.[Pt]. The product is [Cl:1][C:2]1[N:7]=[C:6]([C:8]2[S:12][C:11]([CH3:13])=[N:10][C:9]=2[C:14]2[CH:15]=[C:16]([NH2:20])[CH:17]=[CH:18][CH:19]=2)[CH:5]=[CH:4][N:3]=1. The yield is 1.00.